From a dataset of Acute oral toxicity (LD50) regression data from Zhu et al.. Regression/Classification. Given a drug SMILES string, predict its toxicity properties. Task type varies by dataset: regression for continuous values (e.g., LD50, hERG inhibition percentage) or binary classification for toxic/non-toxic outcomes (e.g., AMES mutagenicity, cardiotoxicity, hepatotoxicity). Dataset: ld50_zhu. (1) The drug is C=CCN(CC=C)c1ccc(OC(=O)NC)cc1. The rat oral LD50 is 3.45, given as -log10 of the dose in mol/kg body weight (higher means more acutely toxic). (2) The drug is CCOC(C1=NCC(CC)(CC)CN1)c1cccc(Cl)c1. The rat oral LD50 is 3.45, given as -log10 of the dose in mol/kg body weight (higher means more acutely toxic). (3) The molecule is CC1CN1. The rat oral LD50 is 3.48, given as -log10 of the dose in mol/kg body weight (higher means more acutely toxic). (4) The molecule is COCCOCCOCCOC(C)=O. The rat oral LD50 is 1.27, given as -log10 of the dose in mol/kg body weight (higher means more acutely toxic). (5) The drug is CC#N. The rat oral LD50 is 1.18, given as -log10 of the dose in mol/kg body weight (higher means more acutely toxic).